Task: Predict the product of the given reaction.. Dataset: Forward reaction prediction with 1.9M reactions from USPTO patents (1976-2016) (1) Given the reactants [CH2:1]1[O:9][C:8]2[C:3](=[CH:4][CH:5]=[C-:6][CH:7]=2)O1.[Mg+2].[Br-].COC1C=CC=CC=1[Mg]Br.C(N1C2C(=CC=CC=2)C(=O)C1=O)CCCC.[Cl:38][C:39]1[CH:56]=[CH:55][C:42]([CH2:43][N:44]2[C:52]3[C:47](=[CH:48][CH:49]=[CH:50][CH:51]=3)[C:46](=[O:53])[C:45]2=[O:54])=[CH:41][CH:40]=1, predict the reaction product. The product is: [Cl:38][C:39]1[CH:40]=[CH:41][C:42]([CH2:43][N:44]2[C:52]3[C:47](=[CH:48][CH:49]=[CH:50][CH:51]=3)[C:46]([OH:53])([C:3]3[CH:4]=[CH:5][CH:6]=[CH:7][C:8]=3[O:9][CH3:1])[C:45]2=[O:54])=[CH:55][CH:56]=1. (2) Given the reactants [C:1]([Si:5]([CH3:28])([CH3:27])[O:6][CH2:7][CH2:8][NH:9][C:10]1[CH:15]=[CH:14][C:13]([C@H:16]2[CH2:21][CH2:20][C@H:19]([CH2:22][C:23]([O:25][CH3:26])=[O:24])[CH2:18][CH2:17]2)=[CH:12][CH:11]=1)([CH3:4])([CH3:3])[CH3:2].C(N(CC)CC)C.[Cl:36][C:37]1[C:42]([C:43](Cl)=[O:44])=[C:41]([Cl:46])[N:40]=[CH:39][N:38]=1, predict the reaction product. The product is: [Si:5]([O:6][CH2:7][CH2:8][N:9]([C:43]([C:42]1[C:37]([Cl:36])=[N:38][CH:39]=[N:40][C:41]=1[Cl:46])=[O:44])[C:10]1[CH:11]=[CH:12][C:13]([C@H:16]2[CH2:17][CH2:18][C@H:19]([CH2:22][C:23]([O:25][CH3:26])=[O:24])[CH2:20][CH2:21]2)=[CH:14][CH:15]=1)([C:1]([CH3:4])([CH3:3])[CH3:2])([CH3:27])[CH3:28].